Dataset: Full USPTO retrosynthesis dataset with 1.9M reactions from patents (1976-2016). Task: Predict the reactants needed to synthesize the given product. (1) Given the product [CH:20]12[N:23]([S:2]([C:5]3[N:9]=[CH:8][N:7]([C:10](=[O:14])[N:11]([CH3:13])[CH3:12])[N:6]=3)(=[O:4])=[O:3])[CH:16]([CH2:22][CH2:21]1)[CH2:17][CH2:18][CH2:19]2, predict the reactants needed to synthesize it. The reactants are: Cl[S:2]([C:5]1[N:9]=[CH:8][N:7]([C:10](=[O:14])[N:11]([CH3:13])[CH3:12])[N:6]=1)(=[O:4])=[O:3].Cl.[CH:16]12[NH:23][CH:20]([CH2:21][CH2:22]1)[CH2:19][CH2:18][CH2:17]2.C(N(CC)CC)C. (2) Given the product [CH3:1][N:2]1[C:6]([OH:7])=[C:5]([CH3:8])[C:4]([C:10]2[CH:15]=[CH:14][CH:13]=[CH:12][C:11]=2[C:16]([F:17])([F:19])[F:18])=[N:3]1, predict the reactants needed to synthesize it. The reactants are: [CH3:1][N:2]1[C:6](=[O:7])[C:5]([CH:8]=O)=[C:4]([C:10]2[CH:15]=[CH:14][CH:13]=[CH:12][C:11]=2[C:16]([F:19])([F:18])[F:17])[NH:3]1. (3) The reactants are: [CH3:1][O:2][C:3]1[CH:8]=[CH:7][CH:6]=[CH:5][C:4]=1[C:9]1[O:10][C:11]([C:18]([OH:20])=O)=[C:12]([C:14]([F:17])([F:16])[F:15])[N:13]=1.[CH3:21][O:22][CH2:23][CH2:24][N:25]([CH3:33])[C:26]1[CH:31]=[CH:30][C:29]([NH2:32])=[CH:28][N:27]=1. Given the product [CH3:21][O:22][CH2:23][CH2:24][N:25]([CH3:33])[C:26]1[N:27]=[CH:28][C:29]([NH:32][C:18]([C:11]2[O:10][C:9]([C:4]3[CH:5]=[CH:6][CH:7]=[CH:8][C:3]=3[O:2][CH3:1])=[N:13][C:12]=2[C:14]([F:15])([F:16])[F:17])=[O:20])=[CH:30][CH:31]=1, predict the reactants needed to synthesize it. (4) Given the product [CH3:8][O:7][C:5](=[O:6])[CH:4]([CH3:9])[CH2:3][NH:2][C:15]1[O:16][C:17]2[CH:23]=[CH:22][CH:21]=[CH:20][C:18]=2[N:19]=1, predict the reactants needed to synthesize it. The reactants are: Cl.[NH2:2][CH2:3][CH:4]([CH3:9])[C:5]([O:7][CH3:8])=[O:6].C(Cl)(Cl)Cl.Cl[C:15]1[O:16][C:17]2[CH:23]=[CH:22][CH:21]=[CH:20][C:18]=2[N:19]=1. (5) Given the product [F:28][C:25]([F:26])([F:27])[C:22]1[CH:23]=[CH:24][C:19]([NH:18][C:12]2[C:11]3[C:16](=[N:17][C:8]([C:6]4[C:5]([C:29]([F:30])([F:31])[F:32])=[CH:4][N:3]=[CH:2][N:7]=4)=[CH:9][CH:10]=3)[N:15]=[CH:14][CH:13]=2)=[N:20][CH:21]=1, predict the reactants needed to synthesize it. The reactants are: Cl[C:2]1[N:7]=[C:6]([C:8]2[N:17]=[C:16]3[C:11]([C:12]([NH:18][C:19]4[CH:24]=[CH:23][C:22]([C:25]([F:28])([F:27])[F:26])=[CH:21][N:20]=4)=[CH:13][CH:14]=[N:15]3)=[CH:10][CH:9]=2)[C:5]([C:29]([F:32])([F:31])[F:30])=[CH:4][N:3]=1. (6) Given the product [Br:20][C:7]1[CH:9]=[C:3]([O:2][CH3:1])[CH:4]=[CH:5][C:6]=1[CH3:10], predict the reactants needed to synthesize it. The reactants are: [CH3:1][O:2][C:3]1[CH:4]=[CH:5][C:6]([CH3:10])=[C:7]([CH:9]=1)N.OS(O)(=O)=O.N([O-])=O.[Na+].[BrH:20]. (7) Given the product [NH2:16][C:12]1[CH:13]=[CH:14][CH:15]=[C:8]([O:7][CH2:6]/[CH:5]=[CH:4]/[CH2:3][O:2][CH3:1])[C:9]=1[C:10]#[N:11], predict the reactants needed to synthesize it. The reactants are: [CH3:1][O:2][CH2:3]/[CH:4]=[CH:5]/[CH2:6][O:7][C:8]1[CH:15]=[CH:14][CH:13]=[C:12]([N+:16]([O-])=O)[C:9]=1[C:10]#[N:11].CCO.O.